From a dataset of Peptide-MHC class I binding affinity with 185,985 pairs from IEDB/IMGT. Regression. Given a peptide amino acid sequence and an MHC pseudo amino acid sequence, predict their binding affinity value. This is MHC class I binding data. (1) The peptide sequence is TSCAPMMQK. The MHC is HLA-B57:01 with pseudo-sequence HLA-B57:01. The binding affinity (normalized) is 0.0847. (2) The peptide sequence is KELSPRWYF. The MHC is HLA-B44:03 with pseudo-sequence HLA-B44:03. The binding affinity (normalized) is 0.633. (3) The peptide sequence is TQIPRQMVL. The MHC is HLA-A02:01 with pseudo-sequence HLA-A02:01. The binding affinity (normalized) is 0.0847. (4) The peptide sequence is VNPHSTSLI. The MHC is H-2-Kb with pseudo-sequence H-2-Kb. The binding affinity (normalized) is 0.